Dataset: Full USPTO retrosynthesis dataset with 1.9M reactions from patents (1976-2016). Task: Predict the reactants needed to synthesize the given product. (1) Given the product [CH:45]1([CH2:44][CH:43]([C:50]2[CH:55]=[CH:54][C:53]([S:56]([CH3:59])(=[O:58])=[O:57])=[CH:52][CH:51]=2)[C:42]([NH:41][C:38]2[CH:39]=[CH:40][C:35]([CH3:34])=[CH:36][N:37]=2)=[O:60])[CH2:46][CH2:47][CH2:48][CH2:49]1, predict the reactants needed to synthesize it. The reactants are: C1(CC(C2C=CC(S(C)(=O)=O)=CC=2)C(O)=O)CCCC1.COC(=O)C1C=CC(N)=NC=1.CO[C:34](=O)[C:35]1[CH:40]=[CH:39][C:38]([NH:41][C:42](=[O:60])[CH:43]([C:50]2[CH:55]=[CH:54][C:53]([S:56]([CH3:59])(=[O:58])=[O:57])=[CH:52][CH:51]=2)[CH2:44][CH:45]2[CH2:49][CH2:48][CH2:47][CH2:46]2)=[N:37][CH:36]=1. (2) Given the product [CH2:24]([O:11][C:10]([C:7]1([C:4]2[CH:5]=[CH:6][C:1]([C:13]3[CH:14]=[CH:15][CH:16]=[CH:17][CH:18]=3)=[CH:2][CH:3]=2)[CH2:9][CH2:8]1)=[O:12])[CH3:25], predict the reactants needed to synthesize it. The reactants are: [C:1]1([C:13]2[CH:18]=[CH:17][CH:16]=[CH:15][CH:14]=2)[CH:6]=[CH:5][C:4]([C:7]2([C:10]([OH:12])=[O:11])[CH2:9][CH2:8]2)=[CH:3][CH:2]=1.S(=O)(=O)(O)O.[CH2:24](O)[CH3:25]. (3) Given the product [CH2:22]([C:4]1([C:3]([O:2][CH3:1])=[O:19])[CH2:8][CH2:7][CH2:6][N:5]1[C:9]([O:11][CH2:12][C:13]1[CH:18]=[CH:17][CH:16]=[CH:15][CH:14]=1)=[O:10])[CH:20]=[CH2:21], predict the reactants needed to synthesize it. The reactants are: [CH3:1][O:2][C:3](=[O:19])[C@@H:4]1[CH2:8][CH2:7][CH2:6][N:5]1[C:9]([O:11][CH2:12][C:13]1[CH:18]=[CH:17][CH:16]=[CH:15][CH:14]=1)=[O:10].[CH:20]([N-]C(C)C)([CH3:22])[CH3:21].[Li+].C(I)C=C.[Cl-].[NH4+]. (4) Given the product [C:1]([O:5][C@@H:6]([C:12]1[C:13]([CH3:34])=[N:14][C:15]2[N:16]([N:26]=[C:27]([C:29]([OH:31])=[O:30])[CH:28]=2)[C:17]=1[C:18]1[CH:23]=[CH:22][CH:21]=[CH:20][C:19]=1[CH:24]=[CH2:25])[C:7]([O:9][CH2:10][CH3:11])=[O:8])([CH3:2])([CH3:3])[CH3:4], predict the reactants needed to synthesize it. The reactants are: [C:1]([O:5][C@@H:6]([C:12]1[C:13]([CH3:34])=[N:14][C:15]2[N:16]([N:26]=[C:27]([C:29]([O:31]CC)=[O:30])[CH:28]=2)[C:17]=1[C:18]1[CH:23]=[CH:22][CH:21]=[CH:20][C:19]=1[CH:24]=[CH2:25])[C:7]([O:9][CH2:10][CH3:11])=[O:8])([CH3:4])([CH3:3])[CH3:2].[OH-].[Na+].O.Cl. (5) Given the product [NH2:29][C:4]1[CH:3]=[C:2]([Br:1])[CH:7]=[C:6]([C:8]([F:11])([F:10])[F:9])[C:5]=1[N:12]([CH2:18][C:19]1[CH:24]=[CH:23][C:22]([O:25][CH3:26])=[CH:21][C:20]=1[O:27][CH3:28])[C:13](=[O:17])[O:14][CH2:15][CH3:16], predict the reactants needed to synthesize it. The reactants are: [Br:1][C:2]1[CH:7]=[C:6]([C:8]([F:11])([F:10])[F:9])[C:5]([N:12]([CH2:18][C:19]2[CH:24]=[CH:23][C:22]([O:25][CH3:26])=[CH:21][C:20]=2[O:27][CH3:28])[C:13](=[O:17])[O:14][CH2:15][CH3:16])=[C:4]([N+:29]([O-])=O)[CH:3]=1.C(=O)(O)[O-].[Na+].O.